Dataset: Peptide-MHC class I binding affinity with 185,985 pairs from IEDB/IMGT. Task: Regression. Given a peptide amino acid sequence and an MHC pseudo amino acid sequence, predict their binding affinity value. This is MHC class I binding data. (1) The peptide sequence is RYRFAFLYLL. The MHC is HLA-A23:01 with pseudo-sequence HLA-A23:01. The binding affinity (normalized) is 0.719. (2) The peptide sequence is LVMAPRTVL. The MHC is HLA-C12:03 with pseudo-sequence HLA-C12:03. The binding affinity (normalized) is 0.573. (3) The peptide sequence is SENDRLRLL. The MHC is HLA-A24:03 with pseudo-sequence HLA-A24:03. The binding affinity (normalized) is 0.452. (4) The peptide sequence is KTQEPPQVA. The MHC is HLA-B27:05 with pseudo-sequence HLA-B27:05. The binding affinity (normalized) is 0.0847. (5) The peptide sequence is RSYMSFWCK. The MHC is HLA-A26:02 with pseudo-sequence HLA-A26:02. The binding affinity (normalized) is 0.0847. (6) The peptide sequence is YQYPRDTHY. The MHC is HLA-B57:01 with pseudo-sequence HLA-B57:01. The binding affinity (normalized) is 0.0847. (7) The peptide sequence is EGYSLVGI. The MHC is H-2-Kb with pseudo-sequence H-2-Kb. The binding affinity (normalized) is 0.118. (8) The peptide sequence is APKQVAGTGV. The MHC is HLA-B35:01 with pseudo-sequence HLA-B35:01. The binding affinity (normalized) is 0.